From a dataset of Forward reaction prediction with 1.9M reactions from USPTO patents (1976-2016). Predict the product of the given reaction. (1) Given the reactants [CH2:1]([N:8]1[CH2:13][CH2:12][O:11][C@@H:10]([C:14]2[CH:19]=[C:18](Br)[CH:17]=[CH:16][C:15]=2[O:21][CH3:22])[CH2:9]1)[C:2]1[CH:7]=[CH:6][CH:5]=[CH:4][CH:3]=1.[Cu](C#N)[C:24]#[N:25].C(OCC)C.[OH-].[Na+], predict the reaction product. The product is: [CH2:1]([N:8]1[CH2:13][CH2:12][O:11][C@@H:10]([C:14]2[CH:19]=[C:18]([C:24]#[N:25])[CH:17]=[CH:16][C:15]=2[O:21][CH3:22])[CH2:9]1)[C:2]1[CH:7]=[CH:6][CH:5]=[CH:4][CH:3]=1. (2) Given the reactants [Cl-].C([C:4]1[C:5]2[N:6]([N:11]=[C:12]([CH2:14][P+:15]([C:28]3[CH:33]=[CH:32][CH:31]=[CH:30][CH:29]=3)([C:22]3[CH:27]=[CH:26][CH:25]=[CH:24][CH:23]=3)[C:16]3[CH:21]=[CH:20][CH:19]=[CH:18][CH:17]=3)[N:13]=2)[C:7]([CH3:10])=[CH:8][CH:9]=1)C.[Cl:34]CC1N=C2C(CC)=CC=C(C)N2N=1, predict the reaction product. The product is: [Cl-:34].[CH3:10][C:7]1[N:6]2[N:11]=[C:12]([CH2:14][P+:15]([C:16]3[CH:21]=[CH:20][CH:19]=[CH:18][CH:17]=3)([C:28]3[CH:29]=[CH:30][CH:31]=[CH:32][CH:33]=3)[C:22]3[CH:27]=[CH:26][CH:25]=[CH:24][CH:23]=3)[N:13]=[C:5]2[CH:4]=[CH:9][CH:8]=1. (3) Given the reactants [CH3:1][C:2]1([C:5]([N:7]2[CH2:16][C:15]3[NH:14][C:13]4[CH:17]=[CH:18][CH:19]=[C:20]([C:21]([O:23]C)=O)[C:12]=4[C:11](=O)[C:10]=3[CH2:9][CH2:8]2)=[O:6])[CH2:4][CH2:3]1.O.[NH2:27][NH2:28], predict the reaction product. The product is: [CH3:1][C:2]1([C:5]([N:7]2[CH2:16][C:15]3[NH:14][C:13]4[CH:17]=[CH:18][CH:19]=[C:20]5[C:21](=[O:23])[NH:27][N:28]=[C:11]([C:12]=45)[C:10]=3[CH2:9][CH2:8]2)=[O:6])[CH2:4][CH2:3]1. (4) Given the reactants I([O-])(=O)(=O)=O.[Na+].[CH3:7][C:8]1[CH:9]=[C:10]([C@@H:16]([CH2:20][C@H:21]2[CH2:25][CH2:24][C:23](=[O:26])[CH2:22]2)[C:17]([OH:19])=[O:18])[CH:11]=[CH:12][C:13]=1[S:14][CH3:15].[Mn]([O-])(=O)(=O)=[O:28].[K+].[OH2:33], predict the reaction product. The product is: [CH3:15][S:14]([C:13]1[CH:12]=[CH:11][C:10]([C@@H:16]([CH2:20][C@H:21]2[CH2:25][CH2:24][C:23](=[O:26])[CH2:22]2)[C:17]([OH:19])=[O:18])=[CH:9][C:8]=1[CH3:7])(=[O:28])=[O:33]. (5) Given the reactants [CH3:1][S:2]([NH2:5])(=[O:4])=[O:3].CC(C)([O-])C.[K+].CC1C=CC([C:19]2[C:20]([F:41])=[C:21]([CH:25]=[C:26]([Cl:40])[C:27]=2[S:28][C:29]2[CH:30]=[N:31][C:32]([O:36][CH:37]([CH3:39])[CH3:38])=[C:33]([Cl:35])[CH:34]=2)[C:22]([O-])=[O:23])=CC=1, predict the reaction product. The product is: [Cl:40][C:26]1[C:27]([S:28][C:29]2[CH:30]=[N:31][C:32]([O:36][CH:37]([CH3:39])[CH3:38])=[C:33]([Cl:35])[CH:34]=2)=[CH:19][C:20]([F:41])=[C:21]([CH:25]=1)[C:22]([NH:5][S:2]([CH3:1])(=[O:4])=[O:3])=[O:23].